From a dataset of Catalyst prediction with 721,799 reactions and 888 catalyst types from USPTO. Predict which catalyst facilitates the given reaction. (1) Reactant: [F:1][C:2]([F:24])([F:23])[C:3]1[CH:4]=[C:5]([C:13]2[N:17]=[CH:16][N:15](/[CH:18]=[CH:19]\[C:20]([OH:22])=O)[N:14]=2)[CH:6]=[C:7]([C:9]([F:12])([F:11])[F:10])[CH:8]=1.[O:25]=[S:26]1(=[O:33])[CH2:30][CH2:29][CH:28]([NH:31][NH2:32])[CH2:27]1.C(P1(=O)OP(CCC)(=O)OP(CCC)(=O)O1)CC.CCN(C(C)C)C(C)C. Product: [F:1][C:2]([F:23])([F:24])[C:3]1[CH:4]=[C:5]([C:13]2[N:17]=[CH:16][N:15](/[CH:18]=[CH:19]\[C:20]([NH:32][NH:31][CH:28]3[CH2:29][CH2:30][S:26](=[O:33])(=[O:25])[CH2:27]3)=[O:22])[N:14]=2)[CH:6]=[C:7]([C:9]([F:11])([F:10])[F:12])[CH:8]=1. The catalyst class is: 25. (2) Reactant: [CH:1]1([C@H:7]([NH:12][C:13]([C:15]2[C:24]([NH:25][C:26]([NH:28][C:29]3[CH:34]=[CH:33][C:32]([CH:35]4[CH2:37][CH2:36]4)=[CH:31][CH:30]=3)=[O:27])=[CH:23][C:22]3[C:17](=[CH:18][CH:19]=[CH:20][CH:21]=3)[CH:16]=2)=[O:14])[C:8]([O:10]C)=[O:9])[CH2:6][CH2:5][CH2:4][CH2:3][CH2:2]1.[Li+].[OH-]. Product: [CH:1]1([C@H:7]([NH:12][C:13]([C:15]2[C:24]([NH:25][C:26]([NH:28][C:29]3[CH:30]=[CH:31][C:32]([CH:35]4[CH2:37][CH2:36]4)=[CH:33][CH:34]=3)=[O:27])=[CH:23][C:22]3[C:17](=[CH:18][CH:19]=[CH:20][CH:21]=3)[CH:16]=2)=[O:14])[C:8]([OH:10])=[O:9])[CH2:6][CH2:5][CH2:4][CH2:3][CH2:2]1. The catalyst class is: 1. (3) Reactant: [C:1]([O:5][C:6]([N:8]1[CH2:12][CH2:11][CH2:10][C@H:9]1[CH2:13][C:14](O)=[O:15])=[O:7])([CH3:4])([CH3:3])[CH3:2].B.O1CCCC1.O. Product: [C:1]([O:5][C:6]([N:8]1[CH2:12][CH2:11][CH2:10][C@H:9]1[CH2:13][CH2:14][OH:15])=[O:7])([CH3:4])([CH3:3])[CH3:2]. The catalyst class is: 7.